Dataset: Forward reaction prediction with 1.9M reactions from USPTO patents (1976-2016). Task: Predict the product of the given reaction. (1) Given the reactants C(OC([N:8]1[CH2:13][CH2:12][CH:11]([S:14]([C:17]2[CH:22]=[CH:21][C:20]([NH:23][C:24]3[N:29]=[CH:28][C:27]([NH:30][C:31](=[O:52])[C:32]4[CH:37]=[C:36]([NH:38][C:39](=[O:50])[C:40]5[CH:45]=[CH:44][CH:43]=[C:42]([C:46]([F:49])([F:48])[F:47])[CH:41]=5)[CH:35]=[CH:34][C:33]=4[Cl:51])=[CH:26][N:25]=3)=[CH:19][CH:18]=2)(=[O:16])=[O:15])[CH2:10][CH2:9]1)=O)(C)(C)C.[C:53]([OH:59])([C:55]([F:58])([F:57])[F:56])=[O:54], predict the reaction product. The product is: [Cl:51][C:33]1[CH:34]=[CH:35][C:36]([NH:38][C:39](=[O:50])[C:40]2[CH:45]=[CH:44][CH:43]=[C:42]([C:46]([F:47])([F:48])[F:49])[CH:41]=2)=[CH:37][C:32]=1[C:31]([NH:30][C:27]1[CH:26]=[N:25][C:24]([NH:23][C:20]2[CH:21]=[CH:22][C:17]([S:14]([CH:11]3[CH2:10][CH2:9][NH:8][CH2:13][CH2:12]3)(=[O:16])=[O:15])=[CH:18][CH:19]=2)=[N:29][CH:28]=1)=[O:52].[C:53]([OH:59])([C:55]([F:58])([F:57])[F:56])=[O:54]. (2) Given the reactants [F:1][C:2]([F:18])([F:17])[C:3]1[N:8]=[C:7]([N:9]2[CH2:14][CH2:13][CH:12]([CH2:15][OH:16])[CH2:11][CH2:10]2)[CH:6]=[CH:5][CH:4]=1.[Cl:19][C:20]1[C:21](F)=[CH:22][C:23]([F:33])=[C:24]([CH:32]=1)[C:25]([NH:27][S:28]([CH3:31])(=[O:30])=[O:29])=[O:26], predict the reaction product. The product is: [Cl:19][C:20]1[C:21]([O:16][CH2:15][CH:12]2[CH2:11][CH2:10][N:9]([C:7]3[CH:6]=[CH:5][CH:4]=[C:3]([C:2]([F:1])([F:17])[F:18])[N:8]=3)[CH2:14][CH2:13]2)=[CH:22][C:23]([F:33])=[C:24]([CH:32]=1)[C:25]([NH:27][S:28]([CH3:31])(=[O:29])=[O:30])=[O:26]. (3) The product is: [CH3:12][O:13][C:14]1[CH:15]=[C:16](/[C:17](=[CH:7]/[C:6]2[CH:9]=[CH:10][CH:11]=[C:4]([N+:1]([O-:3])=[O:2])[CH:5]=2)/[C:18]#[N:19])[CH:20]=[CH:21][C:22]=1[O:23][CH3:24]. Given the reactants [N+:1]([C:4]1[CH:5]=[C:6]([CH:9]=[CH:10][CH:11]=1)[CH:7]=O)([O-:3])=[O:2].[CH3:12][O:13][C:14]1[CH:15]=[C:16]([CH:20]=[CH:21][C:22]=1[O:23][CH3:24])[CH2:17][C:18]#[N:19], predict the reaction product. (4) The product is: [NH2:15][C:4]1[CH:5]=[C:6]2[C:11](=[C:2]([Br:1])[CH:3]=1)[N:10]=[CH:9][C:8]([C:12]#[N:13])=[C:7]2[NH:22][C:21]1[CH:23]=[CH:24][C:25]([F:26])=[C:19]([Cl:18])[CH:20]=1. Given the reactants [Br:1][C:2]1[CH:3]=[C:4]([N+:15]([O-])=O)[CH:5]=[C:6]2[C:11]=1[N:10]=[CH:9][C:8]([C:12]#[N:13])=[C:7]2Cl.[Cl:18][C:19]1[CH:20]=[C:21]([CH:23]=[CH:24][C:25]=1[F:26])[NH2:22].O.O.[Sn](Cl)(Cl)(Cl)Cl, predict the reaction product. (5) Given the reactants [CH3:1][O:2][C:3]1[CH:8]=[CH:7][C:6]([C:9]2[CH:10]=[N:11][CH:12]=[C:13]3[C:18]=2[N:17]=[C:16]([C:19](O)=[O:20])[CH:15]=[CH:14]3)=[CH:5][CH:4]=1.C(N(CC)C(C)C)(C)C.F[P-](F)(F)(F)(F)F.N1(OC(N(C)C)=[N+](C)C)C2N=CC=CC=2N=N1.[F:55][C:56]([F:61])([F:60])[CH2:57][CH2:58][NH2:59], predict the reaction product. The product is: [CH3:1][O:2][C:3]1[CH:8]=[CH:7][C:6]([C:9]2[CH:10]=[N:11][CH:12]=[C:13]3[C:18]=2[N:17]=[C:16]([C:19]([NH:59][CH2:58][CH2:57][C:56]([F:61])([F:60])[F:55])=[O:20])[CH:15]=[CH:14]3)=[CH:5][CH:4]=1.